This data is from Reaction yield outcomes from USPTO patents with 853,638 reactions. The task is: Predict the reaction yield, written as a fraction of the theoretical maximum amount of product (1.0 means a 100% yield; for example, 0.34 means a 34% yield). (1) The reactants are [F:1][C:2]1([F:11])[CH2:7][CH2:6][CH:5]([C:8](O)=[O:9])[CH2:4][CH2:3]1.[BH4-].[Na+].B(F)(F)F.CCOCC.CCO. The catalyst is C1COCC1. The product is [F:1][C:2]1([F:11])[CH2:7][CH2:6][CH:5]([CH2:8][OH:9])[CH2:4][CH2:3]1. The yield is 1.15. (2) The reactants are C(O[C:6]([NH:8][NH:9][C:10](=[O:19])[C:11]1[CH:16]=[C:15]([CH3:17])[N:14]=[C:13]([Cl:18])[CH:12]=1)=[O:7])(C)(C)C.Cl[C:21]1C=C(C=C(C)N=1)C(O)=O.N(C(OC(C)(C)C)=O)N.CN(C(ON1N=NC2C=CC=CC1=2)=[N+](C)C)C.[B-](F)(F)(F)F.CCN(C(C)C)C(C)C. The catalyst is CN(C=O)C.C(OCC)(=O)C.O. The product is [Cl:18][C:13]1[CH:12]=[C:11]([C:10]2[O:19][C:6](=[O:7])[N:8]([CH3:21])[N:9]=2)[CH:16]=[C:15]([CH3:17])[N:14]=1. The yield is 0.450. (3) The reactants are [F:1][C:2]([F:15])([F:14])[C:3](=O)[CH2:4][C:5]([C:7]1[CH:12]=[CH:11][CH:10]=[CH:9][CH:8]=1)=O.Cl.[N+:17]([C:20]1[CH:21]=[C:22]([NH:26][NH2:27])[CH:23]=[CH:24][CH:25]=1)([O-:19])=[O:18].Cl.C(O)C. The product is [N+:17]([C:20]1[CH:21]=[C:22]([N:26]2[C:5]([C:7]3[CH:12]=[CH:11][CH:10]=[CH:9][CH:8]=3)=[CH:4][C:3]([C:2]([F:15])([F:14])[F:1])=[N:27]2)[CH:23]=[CH:24][CH:25]=1)([O-:19])=[O:18]. The catalyst is O. The yield is 0.947. (4) The yield is 0.610. The product is [Cl:1][C:2]1[CH:3]=[C:4]([NH:16][C:17]2[C:26]3[C:21](=[CH:22][CH:23]=[CH:24][C:25]=3[O:27][CH2:28][CH2:29][N:30]([CH2:43][CH3:45])[C:31](=[O:35])[CH3:32])[N:20]=[CH:19][N:18]=2)[CH:5]=[CH:6][C:7]=1[O:8][CH2:9][C:10]1[CH:15]=[CH:14][CH:13]=[CH:12][N:11]=1.[CH2:7]([O:8][CH2:9][CH3:10])[CH3:2]. The reactants are [Cl:1][C:2]1[CH:3]=[C:4]([NH:16][C:17]2[C:26]3[C:21](=[CH:22][CH:23]=[CH:24][C:25]=3[O:27][CH2:28][CH2:29][NH:30][CH2:31][CH3:32])[N:20]=[CH:19][N:18]=2)[CH:5]=[CH:6][C:7]=1[O:8][CH2:9][C:10]1[CH:15]=[CH:14][CH:13]=[CH:12][N:11]=1.C(Cl)(=[O:35])C.CCN([CH:43]([CH3:45])C)C(C)C. The catalyst is C(Cl)Cl. (5) The yield is 0.940. The reactants are C[O:2][C:3]1[C:4]([C:9]2[C:14]([F:15])=[CH:13][CH:12]=[CH:11][C:10]=2[F:16])=[CH:5][CH:6]=[CH:7][CH:8]=1.B(Br)(Br)Br. The product is [F:15][C:14]1[CH:13]=[CH:12][CH:11]=[C:10]([F:16])[C:9]=1[C:4]1[C:3]([OH:2])=[CH:8][CH:7]=[CH:6][CH:5]=1. The catalyst is ClCCl. (6) The reactants are [CH:1]([C:4]1[C:12]([C:13](=[O:16])[CH2:14][CH3:15])=[C:7]2[CH:8]=[CH:9][CH:10]=[CH:11][N:6]2[N:5]=1)([CH3:3])[CH3:2].[CH2:17]=O.Cl.[CH2:20]([NH2:27])[C:21]1[CH:26]=[CH:25][CH:24]=[CH:23][CH:22]=1.Cl. The catalyst is CCOCC.[OH-].[Na+].CCOC(C)=O.CCCCCC. The product is [CH2:20]([NH:27][CH2:15][CH:14]([CH3:17])[C:13]([C:12]1[C:4]([CH:1]([CH3:3])[CH3:2])=[N:5][N:6]2[CH:11]=[CH:10][CH:9]=[CH:8][C:7]=12)=[O:16])[C:21]1[CH:26]=[CH:25][CH:24]=[CH:23][CH:22]=1. The yield is 0.0950. (7) The reactants are [CH3:1][CH:2]([CH3:5])[CH2:3][OH:4].F[C:7]1[CH:14]=[CH:13][C:10]([CH:11]=[O:12])=[CH:9][C:8]=1[N+:15]([O-:17])=[O:16].[CH:18]([C:20]1[CH:21]=[CH:22][C:23]([O:27][CH2:28][CH:29]([CH3:31])[CH3:30])=[C:24]([CH:26]=1)[NH2:25])=[O:19].[NH2:32][C:33]1[S:34][CH:35]=[CH:36][N:37]=1. No catalyst specified. The product is [CH3:1][CH:2]([CH3:5])[CH2:3][O:4][C:7]1[CH:14]=[CH:13][C:10]([CH:11]=[O:12])=[CH:9][C:8]=1[N+:15]([O-:17])=[O:16].[CH:18]([C:20]1[CH:21]=[CH:22][C:23]([O:27][CH2:28][CH:29]([CH3:31])[CH3:30])=[C:24]([NH:25][C:3]([NH:32][C:33]2[S:34][CH:35]=[CH:36][N:37]=2)=[O:4])[CH:26]=1)=[O:19]. The yield is 0.750. (8) The reactants are [Cl:1][C:2]1[N:7]=[C:6](Cl)[C:5]([C:9]([NH2:11])=[O:10])=[CH:4][N:3]=1.CCN(C(C)C)C(C)C.[C:21]([NH2:25])([CH3:24])([CH3:23])[CH3:22].O. The catalyst is CN1C(=O)CCC1. The product is [C:21]([NH:25][C:6]1[C:5]([C:9]([NH2:11])=[O:10])=[CH:4][N:3]=[C:2]([Cl:1])[N:7]=1)([CH3:24])([CH3:23])[CH3:22]. The yield is 0.840. (9) The reactants are [NH2:1][C:2]1[CH:3]=[CH:4][C:5]2[N:10]([CH3:11])[C:9](=[O:12])[O:8][C:7]([CH2:15][CH3:16])([CH2:13][CH3:14])[C:6]=2[CH:17]=1.[Cl:18][C:19]1[CH:20]=[C:21](B(O)O)[CH:22]=[CH:23][CH:24]=1.C(N(CC)CC)C. The catalyst is C(Cl)Cl.C([O-])(=O)C.[Cu+2].C([O-])(=O)C. The product is [Cl:18][C:19]1[CH:24]=[C:23]([NH:1][C:2]2[CH:3]=[CH:4][C:5]3[N:10]([CH3:11])[C:9](=[O:12])[O:8][C:7]([CH2:15][CH3:16])([CH2:13][CH3:14])[C:6]=3[CH:17]=2)[CH:22]=[CH:21][CH:20]=1. The yield is 0.430. (10) The reactants are [CH2:1](Br)[C:2]#[CH:3].[NH2:5][C:6]1[C:15]2[C:10](=[CH:11][C:12]([CH2:16][N:17]3[CH2:22][CH2:21][NH:20][CH2:19][C:18]3=[O:23])=[CH:13][CH:14]=2)[N:9]=[CH:8][N:7]=1.C([O-])([O-])=O.[K+].[K+]. The catalyst is CS(C)=O. The product is [NH2:5][C:6]1[C:15]2[C:10](=[CH:11][C:12]([CH2:16][N:17]3[CH2:22][CH2:21][N:20]([CH2:3][C:2]#[CH:1])[CH2:19][C:18]3=[O:23])=[CH:13][CH:14]=2)[N:9]=[CH:8][N:7]=1. The yield is 0.680.